Dataset: Forward reaction prediction with 1.9M reactions from USPTO patents (1976-2016). Task: Predict the product of the given reaction. (1) Given the reactants [NH2:1][C:2]1[NH:3][C:4](=[S:16])[C:5]([C:14]#[N:15])=[C:6]([C:8]2[CH:13]=[CH:12][CH:11]=[CH:10][CH:9]=2)[N:7]=1.[CH3:17][O:18][CH2:19][CH2:20]Br.CC[O-].[Na+], predict the reaction product. The product is: [NH2:1][C:2]1[N:3]=[C:4]([S:16][CH2:20][CH2:19][O:18][CH3:17])[C:5]([C:14]#[N:15])=[C:6]([C:8]2[CH:13]=[CH:12][CH:11]=[CH:10][CH:9]=2)[N:7]=1. (2) Given the reactants Br[C:2]1[CH:7]=[CH:6][C:5]([F:8])=[CH:4][N:3]=1.C([Li])CCC.[CH3:14][N:15]([CH3:30])[CH2:16][CH2:17][C:18]1[S:22][C:21]2[CH:23]=[CH:24][CH:25]=[CH:26][C:20]=2[C:19]=1[C:27](=[O:29])[CH3:28], predict the reaction product. The product is: [CH3:30][N:15]([CH3:14])[CH2:16][CH2:17][C:18]1[S:22][C:21]2[CH:23]=[CH:24][CH:25]=[CH:26][C:20]=2[C:19]=1[C:27]([C:2]1[CH:7]=[CH:6][C:5]([F:8])=[CH:4][N:3]=1)([OH:29])[CH3:28]. (3) Given the reactants [CH2:1]([C:5]1[CH2:10][CH:9]([CH3:11])[C:8]([CH:13]([OH:15])[CH3:14])([CH3:12])[CH2:7][CH:6]=1)[CH:2]([CH3:4])[CH3:3].[Cr](O[Cr]([O-])(=O)=O)([O-])(=O)=O.[NH+]1C=CC=CC=1.[NH+]1C=CC=CC=1.Cl, predict the reaction product. The product is: [CH2:1]([C:5]1[CH2:10][CH:9]([CH3:11])[C:8]([C:13](=[O:15])[CH3:14])([CH3:12])[CH2:7][CH:6]=1)[CH:2]([CH3:4])[CH3:3]. (4) The product is: [CH3:20][O:21][C:5](=[O:6])[C:4]1[CH:7]=[CH:8][C:9]([O:10][CH:11]([F:13])[F:12])=[C:2]([OH:1])[CH:3]=1. Given the reactants [OH:1][C:2]1[CH:3]=[C:4]([CH:7]=[CH:8][C:9]=1[O:10][CH:11]([F:13])[F:12])[CH:5]=[O:6].OOS([O-])=O.[K+].[CH3:20][OH:21], predict the reaction product. (5) Given the reactants [F:1][C@@H:2]1[C:6]2[N:7]=[CH:8][N:9]=[C:10]([N:11]3[CH2:16][CH2:15][N:14](C(OC(C)(C)C)=O)[CH2:13][CH2:12]3)[C:5]=2[C@H:4]([CH3:24])[CH2:3]1.[ClH:25], predict the reaction product. The product is: [ClH:25].[ClH:25].[F:1][C@@H:2]1[C:6]2[N:7]=[CH:8][N:9]=[C:10]([N:11]3[CH2:12][CH2:13][NH:14][CH2:15][CH2:16]3)[C:5]=2[C@H:4]([CH3:24])[CH2:3]1. (6) Given the reactants [CH2:1]([NH:8][C:9](=[O:16])[NH:10][O:11][CH2:12][C:13]([OH:15])=O)[C:2]1[CH:7]=[CH:6][CH:5]=[CH:4][CH:3]=1.OC1C2N=NNC=2C=CC=1.C(N=C=NCCCN(C)C)C.[NH2:38][C@@H:39]([CH3:58])[C:40]([N:42]([CH2:51][C:52]1[CH:57]=[CH:56][CH:55]=[CH:54][CH:53]=1)[CH2:43][CH:44]([O:48][CH2:49][CH3:50])[O:45][CH2:46][CH3:47])=[O:41], predict the reaction product. The product is: [CH2:51]([N:42]([CH2:43][CH:44]([O:45][CH2:46][CH3:47])[O:48][CH2:49][CH3:50])[C:40](=[O:41])[C@@H:39]([NH:38][C:13](=[O:15])[CH2:12][O:11][NH:10][C:9]([NH:8][CH2:1][C:2]1[CH:3]=[CH:4][CH:5]=[CH:6][CH:7]=1)=[O:16])[CH3:58])[C:52]1[CH:53]=[CH:54][CH:55]=[CH:56][CH:57]=1. (7) Given the reactants [Cl:1][C:2]1[CH:9]=[CH:8][CH:7]=[C:6]([CH3:10])[C:3]=1[C:4]#[N:5].[Br:11]N1C(=O)CCC1=O.N(C(C)(C)C#N)=NC(C)(C)C#N, predict the reaction product. The product is: [Br:11][CH2:10][C:6]1[CH:7]=[CH:8][CH:9]=[C:2]([Cl:1])[C:3]=1[C:4]#[N:5]. (8) Given the reactants [CH3:1][C:2]1[CH:10]=[C:9]2[C:5]([C:6]([C:11]3[N:12]=[C:13]4[C:19]([C:20]([OH:22])=O)=[CH:18][NH:17][C:14]4=[N:15][CH:16]=3)=[N:7][NH:8]2)=[CH:4][CH:3]=1.CCN(C(C)C)C(C)C.CCN=C=NCCCN(C)C.Cl.[NH2:44][C:45]1([C:48]#[N:49])[CH2:47][CH2:46]1, predict the reaction product. The product is: [C:48]([C:45]1([NH:44][C:20]([C:19]2[C:13]3[C:14](=[N:15][CH:16]=[C:11]([C:6]4[C:5]5[C:9](=[CH:10][C:2]([CH3:1])=[CH:3][CH:4]=5)[NH:8][N:7]=4)[N:12]=3)[NH:17][CH:18]=2)=[O:22])[CH2:47][CH2:46]1)#[N:49]. (9) The product is: [CH2:24]([O:23][C:21]([CH:9]1[CH2:10][NH:11][CH2:12][CH2:13][N:8]1[CH2:1][C:2]1[CH:7]=[CH:6][CH:5]=[CH:4][CH:3]=1)=[O:22])[CH3:25]. Given the reactants [CH2:1]([N:8]1[CH2:13][CH2:12][N:11](CC2C=CC=CC=2)[CH2:10][CH:9]1[C:21]([O:23][CH2:24][CH3:25])=[O:22])[C:2]1[CH:7]=[CH:6][CH:5]=[CH:4][CH:3]=1.ClC(OC(Cl)C)=O, predict the reaction product. (10) The product is: [Cl:1][C:2]1[CH:7]=[C:6]([C:8]2[CH:9]=[N:10][CH:11]=[CH:12][CH:13]=2)[N:5]=[C:4]([C:14]2[CH:19]=[CH:18][CH:17]=[C:16]([CH3:20])[N:15]=2)[N:3]=1. Given the reactants [Cl:1][C:2]1[CH:7]=[C:6]([C:8]2[CH:9]=[N:10][CH:11]=[CH:12][CH:13]=2)[N:5]=[C:4]([C:14]2[CH:19]=[CH:18][CH:17]=[CH:16][N:15]=2)[N:3]=1.[CH3:20]C1N=C(C(N)=N)C=CC=1, predict the reaction product.